This data is from Forward reaction prediction with 1.9M reactions from USPTO patents (1976-2016). The task is: Predict the product of the given reaction. Given the reactants [Cl:1][C:2]1[C:3]2[C:10]([I:11])=[CH:9][N:8]([CH2:12][O:13][CH2:14][CH2:15][Si:16]([CH3:19])([CH3:18])[CH3:17])[C:4]=2[N:5]=[CH:6][N:7]=1.[CH:20]([N-]C(C)C)(C)C.[Li+].IC.[Cl-].[NH4+], predict the reaction product. The product is: [Cl:1][C:2]1[C:3]2[C:10]([I:11])=[C:9]([CH3:20])[N:8]([CH2:12][O:13][CH2:14][CH2:15][Si:16]([CH3:19])([CH3:18])[CH3:17])[C:4]=2[N:5]=[CH:6][N:7]=1.